Dataset: Forward reaction prediction with 1.9M reactions from USPTO patents (1976-2016). Task: Predict the product of the given reaction. (1) Given the reactants [O:1]=[S:2](Cl)Cl.[C:5]([O:9][C:10]([NH:12][C@@H:13]([C@H:24]([OH:26])[CH3:25])[C:14]([O:16][CH2:17][C:18]1[CH:23]=[CH:22][CH:21]=[CH:20][CH:19]=1)=[O:15])=[O:11])([CH3:8])([CH3:7])[CH3:6].N1C=CC=CC=1.I([O-])(=O)(=O)=[O:34].[Na+], predict the reaction product. The product is: [CH3:25][C@H:24]1[O:26][S:2](=[O:1])(=[O:34])[N:12]([C:10]([O:9][C:5]([CH3:8])([CH3:7])[CH3:6])=[O:11])[C@@H:13]1[C:14]([O:16][CH2:17][C:18]1[CH:19]=[CH:20][CH:21]=[CH:22][CH:23]=1)=[O:15]. (2) Given the reactants [CH2:1]([N:3]([CH2:16][CH3:17])[C:4](=[O:15])[C:5]1[CH:10]=[CH:9][C:8](F)=[C:7]([N+:12]([O-:14])=[O:13])[CH:6]=1)[CH3:2].[CH:18]1([CH2:21][NH2:22])[CH2:20][CH2:19]1, predict the reaction product. The product is: [CH:18]1([CH2:21][NH:22][C:8]2[CH:9]=[CH:10][C:5]([C:4]([N:3]([CH2:16][CH3:17])[CH2:1][CH3:2])=[O:15])=[CH:6][C:7]=2[N+:12]([O-:14])=[O:13])[CH2:20][CH2:19]1. (3) Given the reactants [NH2:1][C:2]1[N:3]([CH3:22])[C:4](=[O:21])[C:5]2([N:20]=1)[C:14]1[CH:13]=[C:12](Br)[CH:11]=[CH:10][C:9]=1[O:8][C@@H:7]1[CH2:16][CH2:17][O:18][CH2:19][C@@H:6]21.[Cl:23][C:24]1[CH:25]=[C:26](B(O)O)[CH:27]=[C:28]([F:30])[CH:29]=1.C([O-])([O-])=O.[Na+].[Na+], predict the reaction product. The product is: [NH2:1][C:2]1[N:3]([CH3:22])[C:4](=[O:21])[C@:5]2([N:20]=1)[C:14]1[CH:13]=[C:12]([C:26]3[CH:27]=[C:28]([F:30])[CH:29]=[C:24]([Cl:23])[CH:25]=3)[CH:11]=[CH:10][C:9]=1[O:8][C@@H:7]1[CH2:16][CH2:17][O:18][CH2:19][C@@H:6]21.